Task: Predict the product of the given reaction.. Dataset: Forward reaction prediction with 1.9M reactions from USPTO patents (1976-2016) Given the reactants [Cl:1][C:2]1[CH:7]=[C:6]([Cl:8])[CH:5]=[CH:4][C:3]=1[CH:9]1[C:14]2=[N:15][C:16]3[CH:21]=[CH:20][CH:19]=[C:18]([N:22]([CH2:25][CH3:26])[CH2:23][CH3:24])[C:17]=3[N:13]2[CH2:12][CH2:11][N:10]1C(OC(C)(C)C)=O.Cl, predict the reaction product. The product is: [Cl:1][C:2]1[CH:7]=[C:6]([Cl:8])[CH:5]=[CH:4][C:3]=1[CH:9]1[C:14]2=[N:15][C:16]3[C:17](=[C:18]([N:22]([CH2:25][CH3:26])[CH2:23][CH3:24])[CH:19]=[CH:20][CH:21]=3)[N:13]2[CH2:12][CH2:11][NH:10]1.